This data is from Forward reaction prediction with 1.9M reactions from USPTO patents (1976-2016). The task is: Predict the product of the given reaction. Given the reactants [N:1]12[CH2:8][CH2:7][CH:4]([CH2:5][CH2:6]1)[C@@H:3]([O:9][C:10](=[O:26])[C@H:11]([NH:18]C(OC(C)(C)C)=O)[C:12]1[CH:17]=[CH:16][CH:15]=[CH:14][CH:13]=1)[CH2:2]2.[ClH:27].CCOCC, predict the reaction product. The product is: [ClH:27].[ClH:27].[NH2:18][C@H:11]([C:12]1[CH:17]=[CH:16][CH:15]=[CH:14][CH:13]=1)[C:10]([O:9][C@@H:3]1[CH:4]2[CH2:5][CH2:6][N:1]([CH2:8][CH2:7]2)[CH2:2]1)=[O:26].